From a dataset of Full USPTO retrosynthesis dataset with 1.9M reactions from patents (1976-2016). Predict the reactants needed to synthesize the given product. (1) The reactants are: [CH2:1]([O:3][C:4](=[O:42])[CH2:5][N:6]([C:15]([C:17]1([CH2:33][O:34]CC2C=CC=CC=2)[CH2:20][CH2:19][N:18]1[C:21](=[O:32])[CH2:22][C:23]1[C:24]2[CH:31]=[CH:30][CH:29]=[CH:28][C:25]=2[S:26][CH:27]=1)=[O:16])[CH2:7][C:8]1[CH:13]=[CH:12][C:11]([Cl:14])=[CH:10][CH:9]=1)[CH3:2].B(Br)(Br)Br.C([O-])(O)=O.[Na+]. Given the product [CH2:1]([O:3][C:4](=[O:42])[CH2:5][N:6]([C:15]([C:17]1([CH2:33][OH:34])[CH2:20][CH2:19][N:18]1[C:21](=[O:32])[CH2:22][C:23]1[C:24]2[CH:31]=[CH:30][CH:29]=[CH:28][C:25]=2[S:26][CH:27]=1)=[O:16])[CH2:7][C:8]1[CH:13]=[CH:12][C:11]([Cl:14])=[CH:10][CH:9]=1)[CH3:2], predict the reactants needed to synthesize it. (2) Given the product [CH3:34][N:35]([CH3:36])[C:29](=[O:30])[CH2:28][N:26]1[CH:27]=[C:23]([C:21]2[CH:20]=[CH:19][C:16]3[C:17]4[N:18]=[C:9]([C:8]5[N:4]([CH2:3][C:2]([F:32])([F:1])[F:33])[N:5]=[CH:6][N:7]=5)[S:10][C:11]=4[CH2:12][CH2:13][O:14][C:15]=3[CH:22]=2)[CH:24]=[N:25]1, predict the reactants needed to synthesize it. The reactants are: [F:1][C:2]([F:33])([F:32])[CH2:3][N:4]1[C:8]([C:9]2[S:10][C:11]3[CH2:12][CH2:13][O:14][C:15]4[CH:22]=[C:21]([C:23]5[CH:24]=[N:25][N:26]([CH2:28][C:29](O)=[O:30])[CH:27]=5)[CH:20]=[CH:19][C:16]=4[C:17]=3[N:18]=2)=[N:7][CH:6]=[N:5]1.[CH3:34][NH:35][CH3:36].